Predict the reactants needed to synthesize the given product. From a dataset of Full USPTO retrosynthesis dataset with 1.9M reactions from patents (1976-2016). (1) Given the product [Si:16]([O:15][CH2:14][CH2:13][C:10]1[CH:11]=[CH:12][C:7]([CH2:26][OH:27])=[N:8][CH:9]=1)([C:19]([CH3:22])([CH3:21])[CH3:20])([CH3:18])[CH3:17], predict the reactants needed to synthesize it. The reactants are: [Li]CCCC.Br[C:7]1[CH:12]=[CH:11][C:10]([CH2:13][CH2:14][O:15][Si:16]([C:19]([CH3:22])([CH3:21])[CH3:20])([CH3:18])[CH3:17])=[CH:9][N:8]=1.CN([CH:26]=[O:27])C.[BH4-].[Na+]. (2) Given the product [C:1]([O:5][C@@H:6]([C:11]1[C:40]([CH3:41])=[CH:39][C:38]2=[N:42][C:35]3=[CH:36][N:37]2[C:12]=1[N:13]1[CH2:14][CH2:15][C:16]([CH3:49])([O:17][CH2:18][CH2:19][CH2:20][CH2:21][C@H:22]([CH3:46])[O:23][C:24]2[CH:25]=[C:26]([CH3:45])[CH:27]=[C:28]([F:44])[C:29]=2[C:30]2[CH:43]=[C:34]3[CH:33]=[CH:32][CH:31]=2)[CH2:47][CH2:48]1)[C:7]([OH:9])=[O:8])([CH3:4])([CH3:2])[CH3:3], predict the reactants needed to synthesize it. The reactants are: [C:1]([O:5][C@@H:6]([C:11]1[C:40]([CH3:41])=[CH:39][C:38]2=[N:42][C:35]3=[CH:36][N:37]2[C:12]=1[N:13]1[CH2:48][CH2:47][C:16]([CH3:49])([O:17][CH2:18][CH2:19][CH2:20][CH2:21][C@H:22]([CH3:46])[O:23][C:24]2[CH:25]=[C:26]([CH3:45])[CH:27]=[C:28]([F:44])[C:29]=2[C:30]2[CH:43]=[C:34]3[CH:33]=[CH:32][CH:31]=2)[CH2:15][CH2:14]1)[C:7]([O:9]C)=[O:8])([CH3:4])([CH3:3])[CH3:2].C(O[C@@H](C1C(C)=CC2=NC3=CN2C=1N1CCC(C)(OCC=CC[C@H](C)OC2C=C(F)C=CC=2C2C=C3C=CC=2)CC1)C(O)=O)(C)(C)C.